This data is from Forward reaction prediction with 1.9M reactions from USPTO patents (1976-2016). The task is: Predict the product of the given reaction. (1) Given the reactants [NH2:1][C@@H:2]1[CH2:7][CH2:6][CH2:5][N:4]([C:8]2[N:9]([CH2:21]C3C=CC=CC=3C#N)[C:10](=[O:20])[C:11]([C:14]#[C:15][Si](C)(C)C)=[CH:12][N:13]=2)[CH2:3]1.CCCC[N+:34](CCCC)(CCCC)CCCC.[F-], predict the reaction product. The product is: [NH2:1][C@@H:2]1[CH2:7][CH2:6][CH2:5][N:4]([C:8]2[N:9]([C:21]#[N:34])[C:10](=[O:20])[C:11]([C:14]#[CH:15])=[CH:12][N:13]=2)[CH2:3]1. (2) Given the reactants C(=O)([O-])[O-].[K+].[K+].Br[CH:8]([C:13]([O:15][CH3:16])=[O:14])[C:9]([O:11][CH3:12])=[O:10].[N:17]1([C:23]([O:25][C:26]([CH3:29])([CH3:28])[CH3:27])=[O:24])[CH2:22][CH2:21][NH:20][CH2:19][CH2:18]1, predict the reaction product. The product is: [C:26]([O:25][C:23]([N:17]1[CH2:22][CH2:21][N:20]([CH:8]([C:13]([O:15][CH3:16])=[O:14])[C:9]([O:11][CH3:12])=[O:10])[CH2:19][CH2:18]1)=[O:24])([CH3:29])([CH3:27])[CH3:28]. (3) Given the reactants [CH2:1]([N:3]([CH2:6][CH3:7])CC)C.Br[CH2:9][CH2:10]NS(C)(=O)=[O:13].[OH-:16].[Na+], predict the reaction product. The product is: [CH3:9][CH2:10][O:16][CH2:6][CH3:7].[CH3:1][OH:16].[OH-:13].[NH4+:3]. (4) Given the reactants N#N.[Li+].C[Si]([N-][Si](C)(C)C)(C)C.[Cl:13][C:14]1[N:22]=[C:21]([Cl:23])[C:20]([F:24])=[CH:19][C:15]=1[C:16]([NH2:18])=[O:17].CN([CH:28]=[O:29])C, predict the reaction product. The product is: [Cl:13][C:14]1[C:15]2[C:16](=[O:17])[NH:18][CH:28]([OH:29])[C:19]=2[C:20]([F:24])=[C:21]([Cl:23])[N:22]=1. (5) Given the reactants [CH2:1]([O:3][C:4]([C:6]1[C:7]([C:25]2[CH:30]=[C:29]([CH3:31])[C:28]([OH:32])=[C:27]([CH3:33])[CH:26]=2)=[C:8]([CH3:24])[N:9]2[CH2:18][CH2:17][C:16]3[C:11](=[CH:12][C:13]([N+:21]([O-])=O)=[C:14]([O:19][CH3:20])[CH:15]=3)[C:10]=12)=[O:5])[CH3:2].[H][H], predict the reaction product. The product is: [CH2:1]([O:3][C:4]([C:6]1[C:7]([C:25]2[CH:26]=[C:27]([CH3:33])[C:28]([OH:32])=[C:29]([CH3:31])[CH:30]=2)=[C:8]([CH3:24])[N:9]2[CH2:18][CH2:17][C:16]3[C:11](=[CH:12][C:13]([NH2:21])=[C:14]([O:19][CH3:20])[CH:15]=3)[C:10]=12)=[O:5])[CH3:2]. (6) Given the reactants [CH2:1]([C:3]1[CH:7]=[C:6]([CH2:8][N:9]2[C:14]3[CH:15]=[C:16]([C:18]4[CH:23]=[CH:22][CH:21]=[CH:20][CH:19]=4)[S:17][C:13]=3[C:12](=[O:24])[N:11]([CH:25]3[CH2:30][CH2:29][N:28](C(OC(C)(C)C)=O)[CH2:27][CH2:26]3)[C:10]2=[O:38])[O:5][N:4]=1)[CH3:2].[ClH:39].C(OCC)C, predict the reaction product. The product is: [ClH:39].[CH2:1]([C:3]1[CH:7]=[C:6]([CH2:8][N:9]2[C:14]3[CH:15]=[C:16]([C:18]4[CH:23]=[CH:22][CH:21]=[CH:20][CH:19]=4)[S:17][C:13]=3[C:12](=[O:24])[N:11]([CH:25]3[CH2:30][CH2:29][NH:28][CH2:27][CH2:26]3)[C:10]2=[O:38])[O:5][N:4]=1)[CH3:2]. (7) Given the reactants [CH:1]1[C:13]2[CH2:12][C:11]3[C:6](=[CH:7][CH:8]=[CH:9][CH:10]=3)[C:5]=2[CH:4]=[CH:3][C:2]=1[O:14][CH3:15].[C:16](Cl)(=[O:18])[CH3:17].[Al+3].[Cl-].[Cl-].[Cl-], predict the reaction product. The product is: [CH3:15][O:14][C:2]1[CH:1]=[C:13]2[C:5]([C:6]3[CH:7]=[CH:8][C:9]([C:16](=[O:18])[CH3:17])=[CH:10][C:11]=3[CH2:12]2)=[CH:4][CH:3]=1. (8) Given the reactants [Na].F[C:3]1[CH:12]=[C:11]2[C:6]([C:7]([OH:13])=[N:8][CH:9]=[N:10]2)=[CH:5][C:4]=1[N+:14]([O-:16])=[O:15].Cl.[CH3:18][OH:19], predict the reaction product. The product is: [CH3:18][O:19][C:3]1[CH:12]=[C:11]2[C:6]([C:7]([OH:13])=[N:8][CH:9]=[N:10]2)=[CH:5][C:4]=1[N+:14]([O-:16])=[O:15]. (9) Given the reactants [N:1]1([C:6]2[CH:15]=[C:14]3[C:9]([CH2:10][CH2:11][CH2:12][C:13]3=[O:16])=[CH:8][CH:7]=2)[CH2:5][CH2:4][CH2:3][CH2:2]1.[BH4-].[Na+].O, predict the reaction product. The product is: [N:1]1([C:6]2[CH:15]=[C:14]3[C:9]([CH2:10][CH2:11][CH2:12][CH:13]3[OH:16])=[CH:8][CH:7]=2)[CH2:5][CH2:4][CH2:3][CH2:2]1.